Dataset: Reaction yield outcomes from USPTO patents with 853,638 reactions. Task: Predict the reaction yield, written as a fraction of the theoretical maximum amount of product (1.0 means a 100% yield; for example, 0.34 means a 34% yield). (1) The reactants are C[O:2][C:3]1[CH:12]=[CH:11][C:6]2[N:7]([CH3:10])[CH:8]=[N:9][C:5]=2[CH:4]=1.B(Br)(Br)Br. The catalyst is C(Cl)Cl. The product is [CH3:10][N:7]1[C:6]2[CH:11]=[CH:12][C:3]([OH:2])=[CH:4][C:5]=2[N:9]=[CH:8]1. The yield is 0.219. (2) The reactants are CS(Cl)(=O)=O.[CH3:6][C:7]1[CH:8]=[C:9]([NH:13][C:14]2[S:15][C:16]([CH2:25]O)=[C:17]([C:19]3[CH:24]=[CH:23][N:22]=[CH:21][CH:20]=3)[N:18]=2)[CH:10]=[CH:11][CH:12]=1.CCN(C(C)C)C(C)C.[NH:36]1[CH2:41][CH2:40][CH2:39][CH2:38][CH2:37]1. The catalyst is C(Cl)Cl. The product is [CH3:6][C:7]1[CH:8]=[C:9]([NH:13][C:14]2[S:15][C:16]([CH2:25][N:36]3[CH2:41][CH2:40][CH2:39][CH2:38][CH2:37]3)=[C:17]([C:19]3[CH:24]=[CH:23][N:22]=[CH:21][CH:20]=3)[N:18]=2)[CH:10]=[CH:11][CH:12]=1. The yield is 0.540. (3) The reactants are [F:1][C:2]([F:27])([F:26])[C:3]1[CH:25]=[CH:24][C:6]([C:7]([NH:9][C:10](=S)[NH:11][CH2:12][C:13]2[CH:18]=[CH:17][CH:16]=[CH:15][C:14]=2[C:19]([F:22])([F:21])[F:20])=[O:8])=[CH:5][CH:4]=1.[NH2:28][C:29]1[CH:34]=[CH:33][CH:32]=[C:31]([NH2:35])[N:30]=1. The catalyst is CN(C=O)C.C(OCC)(=O)C. The product is [NH2:28][C:29]1[N:30]=[C:31]([NH:35]/[C:10](/[NH:11][CH2:12][C:13]2[CH:18]=[CH:17][CH:16]=[CH:15][C:14]=2[C:19]([F:22])([F:21])[F:20])=[N:9]\[C:7](=[O:8])[C:6]2[CH:24]=[CH:25][C:3]([C:2]([F:27])([F:26])[F:1])=[CH:4][CH:5]=2)[CH:32]=[CH:33][CH:34]=1. The yield is 0.550. (4) The reactants are [Cl:1][C:2]1[CH:7]=[C:6]([Cl:8])[CH:5]=[CH:4][C:3]=1[C:9]1[C:10]([OH:16])=[CH:11][CH:12]=[CH:13][C:14]=1[F:15].C(=O)([O-])[O-].[K+].[K+].[CH2:23](Br)[CH:24]=[CH2:25]. The catalyst is CS(C)=O. The product is [CH2:25]([O:16][C:10]1[CH:11]=[CH:12][CH:13]=[C:14]([F:15])[C:9]=1[C:3]1[CH:4]=[CH:5][C:6]([Cl:8])=[CH:7][C:2]=1[Cl:1])[CH:24]=[CH2:23]. The yield is 0.920. (5) The reactants are Cl[C:2]1[C:7]([C:8]([F:11])([F:10])[F:9])=[CH:6][N:5]=[C:4]([NH:12][C:13]2[CH:18]=[CH:17][C:16]([P:19]([CH3:22])([CH3:21])=[O:20])=[CH:15][CH:14]=2)[N:3]=1.C([N:25]([CH2:28][CH3:29])CC)C.Cl.N[C@H:32]1CC[O:34][CH2:33]1. The catalyst is C(O)C. The product is [CH3:21][P:19]([C:16]1[CH:17]=[CH:18][C:13]([NH:12][C:4]2[N:3]=[C:2]([NH:25][CH:28]3[CH2:29][CH2:32][CH2:33][O:34]3)[C:7]([C:8]([F:11])([F:10])[F:9])=[CH:6][N:5]=2)=[CH:14][CH:15]=1)([CH3:22])=[O:20]. The yield is 0.590. (6) The reactants are [NH2:1][C:2]1[CH:3]=[CH:4][CH:5]=[C:6]2[C:10]=1[NH:9][C:8]([C:11]([O:13][CH2:14][CH3:15])=[O:12])=[CH:7]2.[F:16][C:17]([F:29])([F:28])[C:18]1[CH:23]=[CH:22][CH:21]=[CH:20][C:19]=1[S:24](Cl)(=[O:26])=[O:25]. The catalyst is N1C=CC=CC=1. The product is [F:29][C:17]([F:16])([F:28])[C:18]1[CH:23]=[CH:22][CH:21]=[CH:20][C:19]=1[S:24]([NH:1][C:2]1[CH:3]=[CH:4][CH:5]=[C:6]2[C:10]=1[NH:9][C:8]([C:11]([O:13][CH2:14][CH3:15])=[O:12])=[CH:7]2)(=[O:25])=[O:26]. The yield is 0.880. (7) The reactants are Cl[C:2]1[C:3](=[O:18])[N:4]([CH:15]([CH3:17])[CH3:16])[S:5](=[O:14])(=[O:13])[C:6]=1[C:7]1[CH:12]=[CH:11][CH:10]=[CH:9][CH:8]=1.[Cl:19][C:20]1[C:21]([N:30]2[CH2:33][CH:32]([NH2:34])[CH2:31]2)=[N:22][CH:23]=[C:24]([C:26]([F:29])([F:28])[F:27])[CH:25]=1. The catalyst is CN(C=O)C.CCOC(C)=O. The product is [Cl:19][C:20]1[C:21]([N:30]2[CH2:31][CH:32]([NH:34][C:2]3[C:3](=[O:18])[N:4]([CH:15]([CH3:17])[CH3:16])[S:5](=[O:14])(=[O:13])[C:6]=3[C:7]3[CH:12]=[CH:11][CH:10]=[CH:9][CH:8]=3)[CH2:33]2)=[N:22][CH:23]=[C:24]([C:26]([F:28])([F:29])[F:27])[CH:25]=1. The yield is 0.840.